Dataset: Buchwald-Hartwig C-N cross coupling reaction yields with 55,370 reactions. Task: Predict the reaction yield, written as a fraction of the theoretical maximum amount of product (1.0 means a 100% yield; for example, 0.34 means a 34% yield). No catalyst specified. The reactants are COc1ccc(Br)cc1.Cc1ccc(N)cc1.O=S(=O)(O[Pd]1c2ccccc2-c2ccccc2N~1)C(F)(F)F.CC(C)c1cc(C(C)C)c(-c2ccccc2P(C2CCCCC2)C2CCCCC2)c(C(C)C)c1.CN1CCCN2CCCN=C12.c1ccc2nocc2c1. The yield is 0. The product is COc1ccc(Nc2ccc(C)cc2)cc1.